This data is from Forward reaction prediction with 1.9M reactions from USPTO patents (1976-2016). The task is: Predict the product of the given reaction. Given the reactants [CH3:1][N:2]1[C:6]2[CH:7]=[CH:8][CH:9]=[CH:10][C:5]=2[N:4]=[C:3]1[CH:11]=[CH:12][C:13]1[CH:18]=[CH:17][C:16]([C:19]2[C:23]([C:24]3[CH:29]=[CH:28][N:27]=[CH:26][CH:25]=3)=[CH:22][N:21]([CH3:30])[N:20]=2)=[CH:15][CH:14]=1.C(OCC)(=O)C, predict the reaction product. The product is: [CH3:1][N:2]1[C:6]2[CH:7]=[CH:8][CH:9]=[CH:10][C:5]=2[N:4]=[C:3]1[CH2:11][CH2:12][C:13]1[CH:14]=[CH:15][C:16]([C:19]2[C:23]([C:24]3[CH:25]=[CH:26][N:27]=[CH:28][CH:29]=3)=[CH:22][N:21]([CH3:30])[N:20]=2)=[CH:17][CH:18]=1.